Dataset: Full USPTO retrosynthesis dataset with 1.9M reactions from patents (1976-2016). Task: Predict the reactants needed to synthesize the given product. Given the product [Cl:3][C:4]1[CH:5]=[C:6]2[CH:12]=[CH:11][N:10]([CH2:21][CH2:22][C:23]([OH:25])=[O:24])[C:7]2=[N:8][CH:9]=1, predict the reactants needed to synthesize it. The reactants are: [OH-].[Na+].[Cl:3][C:4]1[CH:5]=[C:6]2[CH:12]=[CH:11][NH:10][C:7]2=[N:8][CH:9]=1.C1(C)C=CC=CC=1.Br[CH2:21][CH2:22][C:23]([O:25]C)=[O:24].